From a dataset of Forward reaction prediction with 1.9M reactions from USPTO patents (1976-2016). Predict the product of the given reaction. Given the reactants C(O[B:5]1[O:9][C:8]([CH3:11])([CH3:10])[C:7]([CH3:13])([CH3:12])[O:6]1)(C)C.C([Li])CCC.[F:19][C:20]1[CH:21]=[C:22]([C:27]2([O:30][Si](C)(C)C)[CH2:29][CH2:28]2)[CH:23]=[C:24]([F:26])[CH:25]=1, predict the reaction product. The product is: [F:19][C:20]1[CH:21]=[C:22]([C:27]2([OH:30])[CH2:28][CH2:29]2)[CH:23]=[C:24]([F:26])[C:25]=1[B:5]1[O:6][C:7]([CH3:12])([CH3:13])[C:8]([CH3:10])([CH3:11])[O:9]1.